From a dataset of Full USPTO retrosynthesis dataset with 1.9M reactions from patents (1976-2016). Predict the reactants needed to synthesize the given product. (1) Given the product [CH3:20][O:19][C:15]1[CH:14]=[C:13]([NH:12][C:4]2[N:3]=[C:2]([C:23]3[CH:22]=[N:21][CH:26]=[CH:25][CH:24]=3)[N:7]=[C:6]3[N:8]([CH3:11])[N:9]=[CH:10][C:5]=23)[CH:18]=[CH:17][CH:16]=1, predict the reactants needed to synthesize it. The reactants are: Cl[C:2]1[N:7]=[C:6]2[N:8]([CH3:11])[N:9]=[CH:10][C:5]2=[C:4]([NH:12][C:13]2[CH:18]=[CH:17][CH:16]=[C:15]([O:19][CH3:20])[CH:14]=2)[N:3]=1.[N:21]1[CH:26]=[CH:25][CH:24]=[C:23](B(O)O)[CH:22]=1. (2) Given the product [N:22]([C@@H:12]1[C:13]2[C:18](=[CH:17][CH:16]=[C:15]([O:20][CH3:21])[CH:14]=2)[CH2:19][C@@H:11]1[OH:10])=[N+:23]=[N-:24], predict the reactants needed to synthesize it. The reactants are: [N+](C1C=CC(C([O:10][C@H:11]2[CH2:19][C:18]3[C:13](=[CH:14][C:15]([O:20][CH3:21])=[CH:16][CH:17]=3)[C@H:12]2[N:22]=[N+:23]=[N-:24])=O)=CC=1)([O-])=O.C[O-].[Na+]. (3) Given the product [ClH:10].[C:2]([C:3]1[CH:4]=[C:5]([NH2:6])[N:19]([C:15]2[CH:16]=[CH:17][CH:18]=[C:13]([O:12][CH3:11])[CH:14]=2)[N:20]=1)([CH3:9])([CH3:8])[CH3:1], predict the reactants needed to synthesize it. The reactants are: [CH3:1][C:2]([CH3:9])([CH3:8])[C:3](=O)[CH2:4][C:5]#[N:6].[ClH:10].[CH3:11][O:12][C:13]1[CH:14]=[C:15]([NH:19][NH2:20])[CH:16]=[CH:17][CH:18]=1.C(O)(=O)C.